The task is: Predict the reaction yield, written as a fraction of the theoretical maximum amount of product (1.0 means a 100% yield; for example, 0.34 means a 34% yield).. This data is from Reaction yield outcomes from USPTO patents with 853,638 reactions. (1) The reactants are C([O:8][C:9]1[CH:14]=[CH:13][C:12]([NH:15][C:16]([C:18]2[NH:19][CH:20]=[N:21][CH:22]=2)=[O:17])=[CH:11][CH:10]=1)C1C=CC=CC=1. The catalyst is C(O)(=O)C.[Pd]. The product is [OH:8][C:9]1[CH:14]=[CH:13][C:12]([NH:15][C:16]([C:18]2[NH:19][CH:20]=[N:21][CH:22]=2)=[O:17])=[CH:11][CH:10]=1. The yield is 1.00. (2) The reactants are [F:1][C:2]1[CH:8]=[C:7]([I:9])[CH:6]=[CH:5][C:3]=1[NH2:4].[C:10](OC(=O)C)(=[O:12])[CH3:11]. The catalyst is O1CCCC1. The product is [F:1][C:2]1[CH:8]=[C:7]([I:9])[CH:6]=[CH:5][C:3]=1[NH:4][C:10](=[O:12])[CH3:11]. The yield is 0.920.